Dataset: Reaction yield outcomes from USPTO patents with 853,638 reactions. Task: Predict the reaction yield, written as a fraction of the theoretical maximum amount of product (1.0 means a 100% yield; for example, 0.34 means a 34% yield). The reactants are I[C:2]1[CH:3]=[C:4]2[N:10]=[CH:9][N:8]([CH2:11][C:12]3[CH:28]=[CH:27][C:15]4[N:16]=[C:17]([NH:19][C@@H:20]5[CH2:25][CH2:24][CH2:23][CH2:22][C@H:21]5[OH:26])[S:18][C:14]=4[CH:13]=3)[C:5]2=[N:6][CH:7]=1.[NH:29]1[CH2:34][CH2:33][O:32][CH2:31][CH2:30]1.N1CCC[C@H]1C(O)=O.C([O-])([O-])=O.[K+].[K+]. The catalyst is CS(C)=O.[Cu]I. The product is [O:32]1[CH2:33][CH2:34][N:29]([C:2]2[CH:3]=[C:4]3[N:10]=[CH:9][N:8]([CH2:11][C:12]4[CH:28]=[CH:27][C:15]5[N:16]=[C:17]([NH:19][C@@H:20]6[CH2:25][CH2:24][CH2:23][CH2:22][C@H:21]6[OH:26])[S:18][C:14]=5[CH:13]=4)[C:5]3=[N:6][CH:7]=2)[CH2:30][CH2:31]1. The yield is 0.110.